This data is from Forward reaction prediction with 1.9M reactions from USPTO patents (1976-2016). The task is: Predict the product of the given reaction. (1) Given the reactants [CH3:1][O:2][C:3]1[CH:4]=[C:5]2[C:10](=[CH:11][C:12]=1[O:13][CH3:14])[N:9]=[CH:8][N:7]=[C:6]2[S:15][C:16]1[CH:17]=[C:18]([CH:20]=[CH:21][CH:22]=1)[NH2:19].[CH:23]([C:26]1[CH:30]=[C:29]([NH:31][C:32](=O)[O:33]C2C=CC=CC=2)[N:28]([C:41]2[CH:42]=[N:43][CH:44]=[CH:45][CH:46]=2)[N:27]=1)([CH3:25])[CH3:24], predict the reaction product. The product is: [CH3:1][O:2][C:3]1[CH:4]=[C:5]2[C:10](=[CH:11][C:12]=1[O:13][CH3:14])[N:9]=[CH:8][N:7]=[C:6]2[S:15][C:16]1[CH:17]=[C:18]([NH:19][C:32]([NH:31][C:29]2[N:28]([C:41]3[CH:42]=[N:43][CH:44]=[CH:45][CH:46]=3)[N:27]=[C:26]([CH:23]([CH3:25])[CH3:24])[CH:30]=2)=[O:33])[CH:20]=[CH:21][CH:22]=1. (2) Given the reactants [Cl:1][C:2]1[CH:3]=[C:4]([CH:20]=[CH:21][C:22]=1[Cl:23])[CH2:5][NH:6][C:7]1[CH:8]=[CH:9][C:10]2[N:11]([C:13]([N+:17]([O-])=O)=[C:14]([CH3:16])[N:15]=2)[N:12]=1.O.O.[Sn](Cl)Cl.C(=O)(O)[O-].[Na+], predict the reaction product. The product is: [Cl:1][C:2]1[CH:3]=[C:4]([CH:20]=[CH:21][C:22]=1[Cl:23])[CH2:5][NH:6][C:7]1[CH:8]=[CH:9][C:10]2[N:11]([C:13]([NH2:17])=[C:14]([CH3:16])[N:15]=2)[N:12]=1. (3) Given the reactants [Cl:1][C:2]1[CH:9]=[CH:8][C:7]([C:10]([F:13])([F:12])[F:11])=[CH:6][C:3]=1[CH:4]=O.[NH2:14][C:15]1[CH:16]=[C:17]2[C:21]3=[C:22]([CH2:24][O:25][CH2:26][CH2:27][N:20]3[C@H:19]3[CH2:28][CH2:29][N:30](C(OC(C)(C)C)=O)[CH2:31][C@@H:18]23)[CH:23]=1, predict the reaction product. The product is: [Cl:1][C:2]1[CH:9]=[CH:8][C:7]([C:10]([F:13])([F:12])[F:11])=[CH:6][C:3]=1[CH2:4][NH:14][C:15]1[CH:16]=[C:17]2[C:21]3=[C:22]([CH2:24][O:25][CH2:26][CH2:27][N:20]3[C@H:19]3[CH2:28][CH2:29][NH:30][CH2:31][C@@H:18]23)[CH:23]=1. (4) Given the reactants Br[CH2:2][CH2:3][CH2:4][O:5][C:6]1[CH:11]=[CH:10][C:9]([I:12])=[CH:8][CH:7]=1.[C:13]1([OH:19])[CH:18]=[CH:17][CH:16]=[CH:15][CH:14]=1.[H-].[Na+].C(O)(=O)CC(CC(O)=O)(C(O)=O)O, predict the reaction product. The product is: [I:12][C:9]1[CH:10]=[CH:11][C:6]([O:5][CH2:4][CH2:3][CH2:2][O:19][C:13]2[CH:18]=[CH:17][CH:16]=[CH:15][CH:14]=2)=[CH:7][CH:8]=1. (5) Given the reactants [NH2:1][C:2]1[CH:3]=[C:4]([CH:7]=[C:8]([Br:11])[C:9]=1[Cl:10])[C:5]#[N:6].[O:12](C(OC(C)(C)C)=O)[C:13]([O:15][C:16]([CH3:19])([CH3:18])[CH3:17])=O, predict the reaction product. The product is: [Br:11][C:8]1[C:9]([Cl:10])=[C:2]([NH:1][C:13](=[O:12])[O:15][C:16]([CH3:19])([CH3:18])[CH3:17])[CH:3]=[C:4]([C:5]#[N:6])[CH:7]=1. (6) Given the reactants [Cl:1][C:2]1[CH:7]=[CH:6][C:5]([S:8]([N:11]2[CH:16]3[CH2:17][CH2:18][CH2:19][CH:12]2[C:13](=[CH:21]O)[C:14](=O)[CH2:15]3)(=[O:10])=[O:9])=[CH:4][CH:3]=1.[NH2:23][C:24]1[CH:28]=[CH:27][NH:26][N:25]=1, predict the reaction product. The product is: [Cl:1][C:2]1[CH:7]=[CH:6][C:5]([S:8]([N:11]2[CH:16]3[CH2:17][CH2:18][CH2:19][CH:12]2[C:13]2[CH:21]=[N:23][C:24]4[N:25]([C:14]=2[CH2:15]3)[N:26]=[CH:27][CH:28]=4)(=[O:10])=[O:9])=[CH:4][CH:3]=1. (7) Given the reactants [F:1][C:2]1([F:29])[CH2:7][CH2:6][CH:5]([CH2:8][NH:9][C:10]([C:12]2[C:20]3[C:15](=[CH:16][CH:17]=[CH:18][C:19]=3[C:21]([F:24])([F:23])[F:22])[N:14]([CH2:25][CH2:26][O:27]C)[CH:13]=2)=[O:11])[CH2:4][CH2:3]1.Cl.N1C=CC=CC=1, predict the reaction product. The product is: [F:29][C:2]1([F:1])[CH2:3][CH2:4][CH:5]([CH2:8][NH:9][C:10]([C:12]2[C:20]3[C:15](=[CH:16][CH:17]=[CH:18][C:19]=3[C:21]([F:22])([F:23])[F:24])[N:14]([CH2:25][CH2:26][OH:27])[CH:13]=2)=[O:11])[CH2:6][CH2:7]1. (8) The product is: [Cl:1][C:2]1[NH:3][C:4](=[O:11])[C:5]([CH2:6][OH:7])=[CH:9][CH:10]=1. Given the reactants [Cl:1][C:2]1[CH:10]=[CH:9][C:5]([C:6](O)=[O:7])=[C:4]([OH:11])[N:3]=1.[H-].[H-].[H-].[H-].[Li+].[Al+3], predict the reaction product.